This data is from Forward reaction prediction with 1.9M reactions from USPTO patents (1976-2016). The task is: Predict the product of the given reaction. (1) Given the reactants [Cl:1][C:2]1[CH:7]=[C:6]([Cl:8])[CH:5]=[CH:4][C:3]=1[C:9]1[C:17]2[C:13](=[CH:14][N:15]([CH3:18])[N:16]=2)[CH:12]=[CH:11][CH:10]=1.[Br:19]Br, predict the reaction product. The product is: [Br:19][C:14]1[N:15]([CH3:18])[N:16]=[C:17]2[C:13]=1[CH:12]=[CH:11][CH:10]=[C:9]2[C:3]1[CH:4]=[CH:5][C:6]([Cl:8])=[CH:7][C:2]=1[Cl:1]. (2) Given the reactants C(O[C:4]([C:6]1[C:7]2[S:15][CH:14]=[C:13]([CH2:16][O:17][C:18]3[CH:23]=[CH:22][CH:21]=[C:20]([C:24](=[O:33])[NH:25][C:26]4[CH:31]=[CH:30][C:29]([Cl:32])=[CH:28][CH:27]=4)[CH:19]=3)[C:8]=2[C:9]([NH2:12])=[N:10][CH:11]=1)=[O:5])C.[CH3:34][O:35][CH2:36][CH2:37][NH2:38], predict the reaction product. The product is: [CH3:34][O:35][CH2:36][CH2:37][NH:38][C:4]([C:6]1[C:7]2[S:15][CH:14]=[C:13]([CH2:16][O:17][C:18]3[CH:23]=[CH:22][CH:21]=[C:20]([C:24](=[O:33])[NH:25][C:26]4[CH:31]=[CH:30][C:29]([Cl:32])=[CH:28][CH:27]=4)[CH:19]=3)[C:8]=2[C:9]([NH2:12])=[N:10][CH:11]=1)=[O:5].